From a dataset of Catalyst prediction with 721,799 reactions and 888 catalyst types from USPTO. Predict which catalyst facilitates the given reaction. Reactant: CCN(C(C)C)C(C)C.C1C=CC2N(O)N=NC=2C=1.CCN=C=NCCCN(C)C.[N:31]1[CH:36]=[CH:35][CH:34]=[C:33]([N:37]2[CH:41]=[C:40]([C:42]([OH:44])=O)[N:39]=[N:38]2)[CH:32]=1.Cl.[NH2:46][CH2:47][C:48]([N:50]1[CH2:55][CH2:54][N:53]([C:56](=[O:66])[C:57]2[CH:62]=[C:61]([F:63])[C:60]([F:64])=[C:59]([F:65])[CH:58]=2)[CH2:52][CH2:51]1)=[O:49].FC1C=C(C=C(F)C=1F)C(O)=O. Product: [O:49]=[C:48]([N:50]1[CH2:55][CH2:54][N:53]([C:56](=[O:66])[C:57]2[CH:58]=[C:59]([F:65])[C:60]([F:64])=[C:61]([F:63])[CH:62]=2)[CH2:52][CH2:51]1)[CH2:47][NH:46][C:42]([C:40]1[N:39]=[N:38][N:37]([C:33]2[CH:32]=[N:31][CH:36]=[CH:35][CH:34]=2)[CH:41]=1)=[O:44]. The catalyst class is: 18.